The task is: Binary Classification. Given a miRNA mature sequence and a target amino acid sequence, predict their likelihood of interaction.. This data is from Experimentally validated miRNA-target interactions with 360,000+ pairs, plus equal number of negative samples. (1) The miRNA is ath-miR172c with sequence AGAAUCUUGAUGAUGCUGCAG. The protein sequence of the target gene is MAMKKLYAKTSFTSKKPSSAANSTPILAYHQQQHQQPGNGICEFQVVAPGHSGELMIRRSQSMHHKMSPPVGGLGSKSEYYSIEELQELDLLDYRHPMYHHYQQQELRQRYHEHEQLVLQLPKATSPKAGPIYEAPQRSQQQQDQMLYVPTAAQRDSSSSAAATSIASSSTLTSSPSPSSSSSLIFSTLRKCVSPSNPSVNPNQPSKTQPSKLGCSMSFSIRTTTATAATAAAANAATATLSTQQQQQQAQQQHKQHLYSNIHHYLIRQQQQKQHYTLQRRHNSVKDKFIGGITTIFAEQ.... Result: 0 (no interaction). (2) The miRNA is hsa-miR-193b-3p with sequence AACUGGCCCUCAAAGUCCCGCU. The protein sequence of the target gene is MIVADSECRAELKDYLRFAPGGVGDSGPGEEQRESRARRGPRGPSAFIPVEEVLREGAESLEQHLGLEALMSSGRVDNLAVVMGLHPDYFTSFWRLHYLLLHTDGPLASSWRHYIAIMAAARHQCSYLVGSHMAEFLQTGGDPEWLLGLHRAPEKLRKLSEINKLLAHRPWLITKEHIQALLKTGEHTWSLAELIQALVLLTHCHSLSSFVFGCGILPEGDADGSPAPQAPTPPSEQSSPPSRDPLNNSGGFESARDVEALMERMQQLQESLLRDEGTSQEEMESRFELEKSESLLVTPS.... Result: 1 (interaction). (3) The miRNA is mmu-miR-466d-5p with sequence UGUGUGUGCGUACAUGUACAUG. The protein sequence of the target gene is MGMWSIGVGAVGAAAVALLLANTDMFLSKPRKAALEYLEDIDLKTLEKEPRTFKAKELWEKNGAVIMAVRRPGCFLCRAEAADLMSLKPKLDELGVPLYAVVKEQVKREVEDFQPYFKGEIFLDEKKKFYGPERRKMMFMGLIRLGVWYNSFRAWNGGFSGNLEGEGFILGGVFVIGSGKQGILLEHREKEFGDRVNPLSVLEAVKKIKLQTPASGRS. Result: 1 (interaction). (4) The miRNA is ssc-miR-421-3p with sequence AUCAACAGACAUUAAUUGGGCGC. The protein sequence of the target gene is MAALQKSVSSFLMGTLATSCLLLLALLVQGGAAAPISSHCRLDKSNFQQPYITNRTFMLAKEASLADNNTDVRLIGEKLFHGVSMSERCYLMKQVLNFTLEEVLFPQSDRFQPYMQEVVPFLARLSNRLSTCHIEGDDLHIQRNVQKLKDTVKKLGESGEIKAIGELDLLFMSLRNACI. Result: 0 (no interaction). (5) The miRNA is mmu-miR-702-3p with sequence UGCCCACCCUUUACCCCGCUCC. The protein sequence of the target gene is MEAALLGLCNWSTLGVCAALKLPQISAVLAARSARGLSLPSLLLELAGFLVFLRYQCYYGYPPLTYLEYPILIAQDVILLLCIFHFNGNVKQATPYIAVLVSSWFILALQKWIIDLAMNLCTFISAASKFAQLQCLWKTRDSGTVSALTWSLSSYTCATRIITTLMTTNDFTILLRFVIMLALNIWVTVTVLRYRKTAIKAE. Result: 0 (no interaction). (6) The miRNA is mmu-miR-875-3p with sequence CCUGAAAAUACUGAGGCUAUG. The protein sequence of the target gene is MSQKQEEENPAEETGEEKQDTQEKEGILPEKAEEAKLKAKYPSLGQKPGGSDFLMKRLQKGQKYFDSGDYNMAKAKMKNKQLPSAGADKNLVTGDHIPTPQDLPQRKSSLVTSKLAGGQVE. Result: 0 (no interaction). (7) The miRNA is hsa-miR-7-5p with sequence UGGAAGACUAGUGAUUUUGUUGUU. The protein sequence of the target gene is MGEHNLLNPGFVGPLVNIHTGDTFYFPNFRASGAQLPGLPSLSYPRRDNVCSLSWPSAEPCNGYPQPYLGSPVSLNPPFGRTCELARVEDGKGYYREPCAEGGGGGLKREERGRDPGAGPGAALLPLEPSGPPALGFKYDYAAGGGGGDGGGGAGPPHDPPSCQSLESDSSSSLLNEGNKGAGAGDPGSLVSPLNPGGGLSASGAPWYPINSRSRKKRKPYSKLQLAELEGEFLVNEFITRQRRRELSDRLNLSDQQVKIWFQNRRMKKKRLLLREQALSFF. Result: 1 (interaction). (8) The miRNA is mmu-let-7i-5p with sequence UGAGGUAGUAGUUUGUGCUGUU. Result: 0 (no interaction). The protein sequence of the target gene is MDVNLAPLRAWDDFFPGSDRFARPDFRDISKWNNRVVSNLLYYQTNYLVVAAMMISVVGFLSPFNMILGGVIVVLVFMGFVWAAHNKDILRRMKKQYPTAFVMVVMLASYFLISMFGGVMVFVFGITLPLLLMFIHASLRLRNLKNKLENKMEGIGLKKTPMGIILDALEQQEDNINKFADYISKARE.